This data is from Reaction yield outcomes from USPTO patents with 853,638 reactions. The task is: Predict the reaction yield, written as a fraction of the theoretical maximum amount of product (1.0 means a 100% yield; for example, 0.34 means a 34% yield). The reactants are [Cl:1][C:2]1[N:7]=[C:6]([NH:8]C(=O)C(C)(C)C)[CH:5]=[CH:4][C:3]=1[CH3:15].C([O-])(O)=O.[Na+]. The catalyst is Cl. The product is [Cl:1][C:2]1[N:7]=[C:6]([NH2:8])[CH:5]=[CH:4][C:3]=1[CH3:15]. The yield is 0.360.